Task: Predict the reactants needed to synthesize the given product.. Dataset: Full USPTO retrosynthesis dataset with 1.9M reactions from patents (1976-2016) (1) Given the product [Cl-:29].[C:2]1([C:23]2[CH:24]=[CH:25][CH:26]=[CH:27][CH:28]=2)[CH:7]=[CH:6][CH:5]=[C:4]([C:8]2[CH:13]=[N+:12]([CH3:14])[CH:11]=[C:10]3[N:15]([CH3:22])[C:16]([C:18]([OH:20])=[O:19])=[CH:17][C:9]=23)[CH:3]=1, predict the reactants needed to synthesize it. The reactants are: [I-].[C:2]1([C:23]2[CH:28]=[CH:27][CH:26]=[CH:25][CH:24]=2)[CH:7]=[CH:6][CH:5]=[C:4]([C:8]2[CH:13]=[N+:12]([CH3:14])[CH:11]=[C:10]3[N:15]([CH3:22])[C:16]([C:18]([O:20]C)=[O:19])=[CH:17][C:9]=23)[CH:3]=1.[ClH:29]. (2) Given the product [CH3:5][O:16][C:15](=[O:17])[C:14]1[CH:18]=[CH:19][C:20]([N+:21]([O-:23])=[O:22])=[C:12]([O:11][CH3:10])[CH:13]=1, predict the reactants needed to synthesize it. The reactants are: B(F)(F)F.[CH3:5]COCC.[CH3:10][O:11][C:12]1[CH:13]=[C:14]([CH:18]=[CH:19][C:20]=1[N+:21]([O-:23])=[O:22])[C:15]([OH:17])=[O:16]. (3) Given the product [OH:1][CH:2]([C:6]1[CH:11]=[CH:10][C:9]([C:12]2[N:16]=[C:15]([C:17]3[O:21][N:20]=[C:19]([C:22]4[CH:27]=[CH:26][CH:25]=[CH:24][CH:23]=4)[C:18]=3[C:28]([F:29])([F:31])[F:30])[O:14][N:13]=2)=[CH:8][CH:7]=1)[C:3]([NH:38][CH2:37][C:33]1[O:32][CH:36]=[CH:35][N:34]=1)=[O:4], predict the reactants needed to synthesize it. The reactants are: [OH:1][CH:2]([C:6]1[CH:11]=[CH:10][C:9]([C:12]2[N:16]=[C:15]([C:17]3[O:21][N:20]=[C:19]([C:22]4[CH:27]=[CH:26][CH:25]=[CH:24][CH:23]=4)[C:18]=3[C:28]([F:31])([F:30])[F:29])[O:14][N:13]=2)=[CH:8][CH:7]=1)[C:3](O)=[O:4].[O:32]1[CH:36]=[CH:35][N:34]=[C:33]1[CH2:37][NH2:38].CN1CCOCC1.CN(C(ON1N=NC2C=CC=NC1=2)=[N+](C)C)C.F[P-](F)(F)(F)(F)F. (4) Given the product [CH3:7][O:6][C:5]1[C:8]([OH:9])=[CH:10][CH:11]=[C:3](/[CH:2]=[CH:13]/[C:12]([CH2:15][C:16](/[CH:17]=[CH:2]/[C:3]2[CH:4]=[C:5]([O:6][CH3:7])[C:8]([OH:9])=[CH:10][CH:11]=2)=[O:18])=[O:14])[CH:4]=1, predict the reactants needed to synthesize it. The reactants are: O=[CH:2][C:3]1[CH:11]=[CH:10][C:8]([OH:9])=[C:5]([O:6][CH3:7])[CH:4]=1.[C:12]([CH2:15][C:16](=[O:18])[CH3:17])(=[O:14])[CH3:13]. (5) Given the product [C:10]([C:37]1[CH:38]=[C:39]([C:2]2[CH:28]=[CH:27][C:5]3[N:6]([CH2:9][C:10]4[CH:26]=[CH:25][C:13]5[N:14]=[C:15]([NH:17][C@@H:18]6[CH2:23][CH2:22][CH2:21][CH2:20][C@H:19]6[OH:24])[S:16][C:12]=5[CH:11]=4)[CH:7]=[N:8][C:4]=3[CH:3]=2)[CH2:40][CH2:41][N:36]=1)([CH3:26])([CH3:11])[CH3:9], predict the reactants needed to synthesize it. The reactants are: I[C:2]1[CH:28]=[CH:27][C:5]2[N:6]([CH2:9][C:10]3[CH:26]=[CH:25][C:13]4[N:14]=[C:15]([NH:17][C@@H:18]5[CH2:23][CH2:22][CH2:21][CH2:20][C@H:19]5[OH:24])[S:16][C:12]=4[CH:11]=3)[CH:7]=[N:8][C:4]=2[CH:3]=1.C([N:36]1[CH2:41][CH2:40][C:39](B2OC(C)(C)C(C)(C)O2)=[CH:38][CH2:37]1)(OC(C)(C)C)=O.C(=O)([O-])[O-].[K+].[K+]. (6) Given the product [Br:1][C:2]1[CH:3]=[C:4]2[C:8](=[CH:9][CH:10]=1)[NH:7][C:6](=[O:11])/[C:5]/2=[CH:12]\[C:14]1[NH:18][C:17]2[CH2:19][CH2:20][CH2:21][CH2:22][CH2:23][C:16]=2[C:15]=1[CH2:24][CH2:25][C:26]([OH:28])=[O:27], predict the reactants needed to synthesize it. The reactants are: [Br:1][C:2]1[CH:3]=[C:4]2[C:8](=[CH:9][CH:10]=1)[NH:7][C:6](=[O:11])[CH2:5]2.[CH:12]([C:14]1[NH:18][C:17]2[CH2:19][CH2:20][CH2:21][CH2:22][CH2:23][C:16]=2[C:15]=1[CH2:24][CH2:25][C:26]([OH:28])=[O:27])=O.N1CCCCC1. (7) Given the product [C:30]([S:32][CH:23]1[CH2:22][N:21]([C:18]2[S:19][CH:20]=[C:16]([C:14](=[O:15])[NH:13][C@H:10]([CH2:9][O:8][Si:1]([C:4]([CH3:5])([CH3:6])[CH3:7])([CH3:3])[CH3:2])[CH2:11][CH3:12])[N:17]=2)[CH2:24]1)(=[O:33])[CH3:31], predict the reactants needed to synthesize it. The reactants are: [Si:1]([O:8][CH2:9][C@@H:10]([NH:13][C:14]([C:16]1[N:17]=[C:18]([N:21]2[CH2:24][CH:23](OS(C)(=O)=O)[CH2:22]2)[S:19][CH:20]=1)=[O:15])[CH2:11][CH3:12])([C:4]([CH3:7])([CH3:6])[CH3:5])([CH3:3])[CH3:2].[C:30]([O-:33])(=[S:32])[CH3:31].[K+]. (8) Given the product [Cl:1][C:2]1[C:3]([CH2:25][C:26]2[CH:27]=[CH:28][C:29]([CH2:32][CH3:33])=[CH:30][CH:31]=2)=[CH:4][C:5]([C@H:14]2[C@H:19]([OH:20])[C@@H:18]([OH:21])[C@H:17]([OH:22])[C@@H:16]([CH2:23][OH:24])[O:15]2)=[C:6]([CH2:7][O:8][CH2:9][CH:10]([OH:12])[CH3:11])[CH:13]=1, predict the reactants needed to synthesize it. The reactants are: [Cl:1][C:2]1[C:3]([CH2:25][C:26]2[CH:31]=[CH:30][C:29]([CH2:32][CH3:33])=[CH:28][CH:27]=2)=[CH:4][C:5]([C@H:14]2[C@H:19]([OH:20])[C@@H:18]([OH:21])[C@H:17]([OH:22])[C@@H:16]([CH2:23][OH:24])[O:15]2)=[C:6]([CH:13]=1)[CH2:7][O:8][CH2:9][C:10](=[O:12])[CH3:11].[BH4-].[Na+].CO. (9) Given the product [C:17]([C:18]1[CH:19]=[CH:20][CH:21]=[CH:22][CH:23]=1)(=[O:24])[C:18]1[CH:23]=[CH:22][CH:21]=[CH:20][CH:19]=1, predict the reactants needed to synthesize it. The reactants are: C(Cl)Cl.[N+](C1C=C([N+]([O-])=O)C=CC=1N[C:17](=[O:24])[C:18]1[CH:23]=[CH:22][CH:21]=[CH:20][CH:19]=1)([O-])=O.